This data is from Drug-target binding data from BindingDB using Kd measurements. The task is: Regression. Given a target protein amino acid sequence and a drug SMILES string, predict the binding affinity score between them. We predict pKd (pKd = -log10(Kd in M); higher means stronger binding). Dataset: bindingdb_kd. (1) The target protein (Q93YN9) has sequence MEMILEEKDASDWIYRGEGGANLVLAYAGSSPLFVGKVIRIQKARRNDKAIKNANGVVSVLTSDEQHLWRENNELISSPNKEVLEQRYVKNVIIPLLGPKHVDAGVRVSVSKEFLECVDKKVTKQRPLWRVNAANVDTSHDSALILNDHSLFSQGISSGGDCISVEIKPKCGFLPTSRFIGKENMLKTSVSRFKMHQLLKLEYNEISEESEYDPLDLFSGSKESVLEAIKALYSTPQNNFRVFLNGSLILGGSGESTGRTSPEIGYAFEDALKGFIQSEDGHRTECFLQLVSDAVYGSGVLDRLLEIQKLDKLDIEGAIHSYYDLINQPCPICKEGKPLEAELSLHALPLDESLKIVKEYLIAATAKDCSIMISFQSRNAWDSEPSGDYVSLKPTNQTFDYKVHFIDLSLKPLKRMESYYKLDKKIISFYNRKQKAENTAEQIGNSKPSHS. The pKd is 5.1. The drug is O=P([O-])([O-])O[C@@H]1[C@@H](OP(=O)([O-])[O-])[C@H](OP(=O)([O-])[O-])[C@H](O)[C@H](O)[C@H]1OP(=O)([O-])[O-]. (2) The small molecule is Clc1ccc(Nc2nnc(Cc3ccncc3)c3ccccc23)cc1. The target protein (Q9Y6R4) has sequence MREAAAALVPPPAFAVTPAAAMEEPPPPPPPPPPPPEPETESEPECCLAARQEGTLGDSACKSPESDLEDFSDETNTENLYGTSPPSTPRQMKRMSTKHQRNNVGRPASRSNLKEKMNAPNQPPHKDTGKTVENVEEYSYKQEKKIRAALRTTERDRKKNVQCSFMLDSVGGSLPKKSIPDVDLNKPYLSLGCSNAKLPVSVPMPIARPARQTSRTDCPADRLKFFETLRLLLKLTSVSKKKDREQRGQENTSGFWLNRSNELIWLELQAWHAGRTINDQDFFLYTARQAIPDIINEILTFKVDYGSFAFVRDRAGFNGTSVEGQCKATPGTKIVGYSTHHEHLQRQRVSFEQVKRIMELLEYIEALYPSLQALQKDYEKYAAKDFQDRVQALCLWLNITKDLNQKLRIMGTVLGIKNLSDIGWPVFEIPSPRPSKGNEPEYEGDDTEGELKELESSTDESEEEQISDPRVPEIRQPIDNSFDIQSRDCISKKLERLESE.... The pKd is 5.0. (3) The compound is CNC(=O)c1ccccc1Sc1ccc2c(/C=C/c3ccccn3)n[nH]c2c1. The target protein (O75460) has sequence MPARRLLLLLTLLLPGLGIFGSTSTVTLPETLLFVSTLDGSLHAVSKRTGSIKWTLKEDPVLQVPTHVEEPAFLPDPNDGSLYTLGSKNNEGLTKLPFTIPELVQASPCRSSDGILYMGKKQDIWYVIDLLTGEKQQTLSSAFADSLCPSTSLLYLGRTEYTITMYDTKTRELRWNATYFDYAASLPEDDVDYKMSHFVSNGDGLVVTVDSESGDVLWIQNYASPVVAFYVWQREGLRKVMHINVAVETLRYLTFMSGEVGRITKWKYPFPKETEAKSKLTPTLYVGKYSTSLYASPSMVHEGVAVVPRGSTLPLLEGPQTDGVTIGDKGECVITPSTDVKFDPGLKSKNKLNYLRNYWLLIGHHETPLSASTKMLERFPNNLPKHRENVIPADSEKKSFEEVINLVDQTSENAPTTVSRDVEEKPAHAPARPEAPVDSMLKDMATIILSTFLLIGWVAFIITYPLSMHQQQQLQHQQFQKELEKIQLLQQQQQQLPFHP.... The pKd is 5.0.